Regression. Given a peptide amino acid sequence and an MHC pseudo amino acid sequence, predict their binding affinity value. This is MHC class I binding data. From a dataset of Peptide-MHC class I binding affinity with 185,985 pairs from IEDB/IMGT. (1) The MHC is HLA-A68:02 with pseudo-sequence HLA-A68:02. The binding affinity (normalized) is 0.0847. The peptide sequence is FRRFTQAIY. (2) The peptide sequence is SEVKFKYVL. The MHC is HLA-A01:01 with pseudo-sequence HLA-A01:01. The binding affinity (normalized) is 0.0847. (3) The peptide sequence is YIFWIRTPR. The MHC is HLA-B27:05 with pseudo-sequence HLA-B27:05. The binding affinity (normalized) is 0.0847. (4) The peptide sequence is GYRSKACDM. The MHC is HLA-B15:01 with pseudo-sequence HLA-B15:01. The binding affinity (normalized) is 0.0847. (5) The peptide sequence is LLLIALWNL. The MHC is HLA-B40:01 with pseudo-sequence HLA-B40:01. The binding affinity (normalized) is 0. (6) The peptide sequence is AVKLYRKL. The MHC is H-2-Kb with pseudo-sequence H-2-Kb. The binding affinity (normalized) is 0.266.